This data is from Full USPTO retrosynthesis dataset with 1.9M reactions from patents (1976-2016). The task is: Predict the reactants needed to synthesize the given product. Given the product [Cl:15][CH2:9][C:5]1[N:6]=[CH:7][N:8]=[C:3]([N:2]([CH3:12])[CH3:1])[C:4]=1[CH3:11], predict the reactants needed to synthesize it. The reactants are: [CH3:1][N:2]([CH3:12])[C:3]1[N:8]=[CH:7][N:6]=[C:5]([CH2:9]O)[C:4]=1[CH3:11].S(Cl)([Cl:15])=O.